The task is: Regression. Given two drug SMILES strings and cell line genomic features, predict the synergy score measuring deviation from expected non-interaction effect.. This data is from NCI-60 drug combinations with 297,098 pairs across 59 cell lines. Drug 1: COC1=C(C=C2C(=C1)N=CN=C2NC3=CC(=C(C=C3)F)Cl)OCCCN4CCOCC4. Drug 2: CC1C(C(CC(O1)OC2CC(OC(C2O)C)OC3=CC4=CC5=C(C(=O)C(C(C5)C(C(=O)C(C(C)O)O)OC)OC6CC(C(C(O6)C)O)OC7CC(C(C(O7)C)O)OC8CC(C(C(O8)C)O)(C)O)C(=C4C(=C3C)O)O)O)O. Cell line: M14. Synergy scores: CSS=16.6, Synergy_ZIP=2.98, Synergy_Bliss=9.84, Synergy_Loewe=9.23, Synergy_HSA=8.78.